Dataset: Experimentally validated miRNA-target interactions with 360,000+ pairs, plus equal number of negative samples. Task: Binary Classification. Given a miRNA mature sequence and a target amino acid sequence, predict their likelihood of interaction. (1) The miRNA is cel-miR-1824-5p with sequence UGGCAGUGUUUCUCCCCCAACUU. The protein sequence of the target gene is MSRPQLRRWRLVSSPPSGVPGLALLALLALLALRLAAGTDCPCPEPELCRPIRHHPDFEVFVFDVGQKTWKSYDWSQITTVATFGKYDSELMCYAHSKGARVVLKGDVSLKDIIDPAFRASWIAQKLNLAKTQYMDGINIDIEQEVNCLSPEYDALTALVKETTDSFHREIEGSQVTFDVAWSPKNIDRRCYNYTGIADACDFLFVMSYDEQSQIWSECIAAANAPYNQTLTGYNDYIKMSINPKKLVMGVPWYGYDYTCLNLSEDHVCTIAKVPFRGAPCSDAAGRQVPYKTIMKQINS.... Result: 0 (no interaction). (2) The miRNA is hsa-miR-548ai with sequence AAAGGUAAUUGCAGUUUUUCCC. Result: 1 (interaction). The protein sequence of the target gene is MAAAVSSVVRRVEELGDLAQAHIQQLSEAAGEDDHFLIRASAALEKLKLLCGEEKECSNPSNLLELYTQAILDMTYFEENKLVDEDFPEDSSSQKVKELISFLSEPEILVKENNMHPKHCNLLGDELLECLSWRRGALLYMYCHSLTKRREWLLRKSSLLKKYLLDGISYLLQMLNYRCPIQLNEGVSFQDLDTAKLLSAGIFSDIHLLAMMYSGEMCYWGSKYCADQQPENHEVDTSVSGAGCTTYKEPLDFREVGEKILKKYVSVCEGPLKEQEWNTTNAKQILNFFHHRCN. (3) The miRNA is mmu-miR-344f-3p with sequence CUCUAGCCAGGACCUGACUAC. The protein sequence of the target gene is MRLLGAAAVAALGRGRAPASLGWQRKQVNWKACRWSSSGVIPNEKIRNIGISAHIDSGKTTLTERVLYYTGRIAKMHEVKGKDGVGAVMDSMELERQRGITIQSAATYTMWKDVNINIIDTPGHVDFTIEVERALRVLDGAVLVLCAVGGVQCQTMTVNRQMKRYNVPFLTFINKLDRMGSNPARALQQMRSKLNHNAAFMQIPMGLEGNFKGIVDLIEERAIYFDGDFGQIVRYGEIPAELRAAATDHRQELIECVANSDEQLGEMFLEEKIPSISDLKLAIRRATLKRSFTPVFLGSA.... Result: 0 (no interaction). (4) The miRNA is hsa-miR-6753-5p with sequence CACCAGGGCAGAGCAGGGCUGA. The protein sequence of the target gene is MSSGTELLWPGAALLVLLGVAASLCVRCSRPGAKRSEKIYQQRSLREDQQSFTGSRTYSLVGQAWPGPLADMAPTRKDKLLQFYPSLEDPASSRYQNFSKGSRHGSEEAYIDPIAMEYYNWGRFSKPPEDDDANSYENVLICKQKTTETGAQQEGIGGLCRGDLSLSLALKTGPTSGLCPSASPEEDEESEDYQNSASIHQWRESRKVMGQLQREASPGPVGSPDEEDGEPDYVNGEVAATEA. Result: 0 (no interaction). (5) The miRNA is rno-miR-331-3p with sequence GCCCCUGGGCCUAUCCUAGAA. The protein sequence of the target gene is MAKSSLAGSDGALTWVNNATKKEELETANKNDSTKKLSVERVYQKKTQLEHILLRPDTYIGSVEPLTQLMWVYDEDVGMNCREVTFVPGLYKIFDEILVNAADNKQRDKNMTCIKVSIDPESNIISIWNNGKGIPVVEHKVEKVYVPALIFGQLLTSSNYDDDEKKVTGGRNGYGAKLCNIFSTKFTVETACKEYKHSFKQTWMNNMMKTSEAKIKHFDGEDYTCITFQPDLSKFKMEKLDKDIVALMTRRAYDLAGSCKGVKVMFNGKKLPVNGFRSYVDLYVKDKLDETGVALKVIHE.... Result: 0 (no interaction). (6) The miRNA is hsa-miR-3183 with sequence GCCUCUCUCGGAGUCGCUCGGA. The protein sequence of the target gene is MRSSASRLSSFSSRDSLWNRMPDQISVSEFIAETTEDYNSPTTSSFTTRLHNCRNTVTLLEEALDQDRTALQKVKKSVKAIYNSGQDHVQNEENYAQVLDKFGSNFLSRDNPDLGTAFVKFSTLTKELSTLLKNLLQGLSHNVIFTLDSLLKGDLKGVKGDLKKPFDKAWKDYETKFTKIEKEKREHAKQHGMIRTEITGAEIAEEMEKERRLFQLQMCEYLIKVNEIKTKKGVDLLQNLIKYYHAQCNFFQDGLKTADKLKQYIEKLAADLYNIKQTQDEEKKQLTALRDLIKSSLQLD.... Result: 0 (no interaction). (7) The miRNA is mmu-miR-490-3p with sequence CAACCUGGAGGACUCCAUGCUG. The protein sequence of the target gene is MSNGYSTDENFRYLISCFRARVKMYIQVEPVLDYLTFLPAEVKEQIQRTVATSGNMQAVELLLSTLEKGVWHLGWTREFVEALRRTGSPLAARYMNPELTDLPSPSFENAHDEYLQLLNLLQPTLVDKLLVRDVLDKCMEEELLTIEDRNRIAAAENNGNESGVRELLKRIVQKENWFSAFLNVLRQTGNNELVQELTGSDCSESNAEIENLSQVDGPQVEEQLLSTTVQPNLEKEVWGMENNSSESSFADSSVVSESDTSLAEGSVSCLDESLGHNSNMGSDSGTMGSDSDEENVAARA.... Result: 0 (no interaction).